Dataset: Full USPTO retrosynthesis dataset with 1.9M reactions from patents (1976-2016). Task: Predict the reactants needed to synthesize the given product. Given the product [C:22]([O:21][C:20]([NH:19][C:16]1[CH:17]=[CH:18][C:13]([NH:12][C:3]2[CH:4]=[CH:5][C:6]3[C:11](=[CH:10][CH:9]=[CH:8][CH:7]=3)[C:2]=2[NH:1][C:33](=[O:34])[CH2:35][C:36]([O:38][CH2:39][CH3:40])=[O:37])=[CH:14][CH:15]=1)=[O:26])([CH3:23])([CH3:25])[CH3:24], predict the reactants needed to synthesize it. The reactants are: [NH2:1][C:2]1[C:11]2[C:6](=[CH:7][CH:8]=[CH:9][CH:10]=2)[CH:5]=[CH:4][C:3]=1[NH:12][C:13]1[CH:18]=[CH:17][C:16]([NH:19][C:20](=[O:26])[O:21][C:22]([CH3:25])([CH3:24])[CH3:23])=[CH:15][CH:14]=1.C(=O)([O-])O.[Na+].Cl[C:33]([CH2:35][C:36]([O:38][CH2:39][CH3:40])=[O:37])=[O:34].O.